Dataset: Reaction yield outcomes from USPTO patents with 853,638 reactions. Task: Predict the reaction yield, written as a fraction of the theoretical maximum amount of product (1.0 means a 100% yield; for example, 0.34 means a 34% yield). (1) The reactants are [C:1]([CH2:9][C:10]([O:12]CC)=O)(=O)[C:2]1[CH:7]=[CH:6][CH:5]=[CH:4][CH:3]=1.[NH:15]([C:17]1[CH:22]=[CH:21][CH:20]=[CH:19][N:18]=1)[NH2:16]. The catalyst is C(O)C. The product is [N:18]1[CH:19]=[CH:20][CH:21]=[CH:22][C:17]=1[N:15]1[C:10]([OH:12])=[CH:9][C:1]([C:2]2[CH:3]=[CH:4][CH:5]=[CH:6][CH:7]=2)=[N:16]1. The yield is 0.870. (2) The reactants are [CH3:1][O:2][C:3]1[C:12]([CH3:13])=[C:11]2[C:6]([C:7]([O:22][CH2:23][CH2:24][C@@H:25]3[NH:39][C:38](=[O:40])[N:37]([CH3:41])[CH2:36][CH2:35][CH2:34][CH2:33][CH:32]=[CH:31][C@H:30]4[C@@:28]([C:42]([O:44]CC)=[O:43])([CH2:29]4)[NH:27][C:26]3=[O:47])=[CH:8][C:9]([N:14]3[CH:18]=[CH:17][C:16]([CH:19]([CH3:21])[CH3:20])=[N:15]3)=[N:10]2)=[CH:5][CH:4]=1.C(C1N=C(C2C=C(OCC[C@@H]3NC(=O)N(C)CCCCC=C[C@H]4[C@@](C(O)=O)(C4)NC3=O)C3C(=C(C)C(OC)=CC=3)N=2)SC=1)(C)C. No catalyst specified. The product is [CH3:1][O:2][C:3]1[C:12]([CH3:13])=[C:11]2[C:6]([C:7]([O:22][CH2:23][CH2:24][C@@H:25]3[NH:39][C:38](=[O:40])[N:37]([CH3:41])[CH2:36][CH2:35][CH2:34][CH2:33][CH:32]=[CH:31][C@H:30]4[C@@:28]([C:42]([OH:44])=[O:43])([CH2:29]4)[NH:27][C:26]3=[O:47])=[CH:8][C:9]([N:14]3[CH:18]=[CH:17][C:16]([CH:19]([CH3:20])[CH3:21])=[N:15]3)=[N:10]2)=[CH:5][CH:4]=1. The yield is 0.750. (3) The catalyst is C1COCC1. The reactants are [CH2:1]([N:3]1[C:7]2[N:8]=[C:9]([C:18]3[CH:23]=[CH:22][C:21]([NH:24][C:25]([NH:27][C:28]4[CH:36]=[CH:35][C:31]([C:32]([OH:34])=O)=[CH:30][CH:29]=4)=[O:26])=[CH:20][CH:19]=3)[N:10]=[C:11]([N:12]3[CH2:17][CH2:16][O:15][CH2:14][CH2:13]3)[C:6]=2[N:5]=[N:4]1)[CH3:2].[N:37]1([CH:43]2[CH2:48][CH2:47][NH:46][CH2:45][CH2:44]2)[CH2:42][CH2:41][CH2:40][CH2:39][CH2:38]1.CCN(CC)CC.C1C=CC2N(O)N=NC=2C=1.CCN=C=NCCCN(C)C. The product is [N:37]1([CH:43]2[CH2:48][CH2:47][N:46]([C:32]([C:31]3[CH:30]=[CH:29][C:28]([NH:27][C:25]([NH:24][C:21]4[CH:20]=[CH:19][C:18]([C:9]5[N:10]=[C:11]([N:12]6[CH2:17][CH2:16][O:15][CH2:14][CH2:13]6)[C:6]6[N:5]=[N:4][N:3]([CH2:1][CH3:2])[C:7]=6[N:8]=5)=[CH:23][CH:22]=4)=[O:26])=[CH:36][CH:35]=3)=[O:34])[CH2:45][CH2:44]2)[CH2:42][CH2:41][CH2:40][CH2:39][CH2:38]1. The yield is 0.710. (4) The reactants are C[O:2][C:3]1[CH:4]=[C:5]([C:9]23[CH2:18][C:17]4[CH:19]=[CH:20][CH:21]=[CH:22][C:16]=4[CH2:15][C:14]2([CH3:23])[CH2:13][N:12]([CH3:24])[CH2:11][CH2:10]3)[CH:6]=[CH:7][CH:8]=1.Br.[OH-].[Na+].C([O-])(O)=O.[Na+]. The yield is 0.280. The product is [OH:2][C:3]1[CH:4]=[C:5]([C:9]23[CH2:18][C:17]4[CH:19]=[CH:20][CH:21]=[CH:22][C:16]=4[CH2:15][C:14]2([CH3:23])[CH2:13][N:12]([CH3:24])[CH2:11][CH2:10]3)[CH:6]=[CH:7][CH:8]=1. The catalyst is C(O)(=O)C. (5) No catalyst specified. The product is [Cl:32][C:17]1[N:16]2[CH:19]=[CH:20][N:21]=[C:15]2[N:14]=[C:13]([Cl:3])[C:12]=1[C:6]1[CH:11]=[CH:10][CH:9]=[CH:8][CH:7]=1. The reactants are P(Cl)(Cl)([Cl:3])=O.[C:6]1([C:12]2[C:13](O)=[N:14][C:15]3[N:16]([CH:19]=[CH:20][N:21]=3)[C:17]=2O)[CH:11]=[CH:10][CH:9]=[CH:8][CH:7]=1.CN(C)C1C=CC=CC=1.[ClH:32]. The yield is 0.623. (6) The reactants are [CH:1]([C:3]1[CH:16]=[CH:15][C:6]([C:7]([NH:9][C:10]2[N:11]=[N:12][NH:13][N:14]=2)=[O:8])=[CH:5][CH:4]=1)=O.[CH:17]1([C:23]2[CH:29]=[CH:28][C:26]([NH2:27])=[CH:25][CH:24]=2)[CH2:22][CH2:21][CH2:20][CH2:19][CH2:18]1.C(O)(=O)C.C([BH3-])#N.[Na+]. The catalyst is CN(C=O)C.CO. The product is [CH:17]1([C:23]2[CH:24]=[CH:25][C:26]([NH:27][CH2:1][C:3]3[CH:16]=[CH:15][C:6]([C:7]([NH:9][C:10]4[N:11]=[N:12][NH:13][N:14]=4)=[O:8])=[CH:5][CH:4]=3)=[CH:28][CH:29]=2)[CH2:18][CH2:19][CH2:20][CH2:21][CH2:22]1. The yield is 0.835. (7) The reactants are O1CCCC1.[F:6][C:7]1[CH:8]=[C:9]([CH:22]=[CH:23][CH:24]=1)[O:10][C:11]1[CH:16]=[CH:15][C:14]([CH2:17][C:18](Cl)=[N:19][OH:20])=[CH:13][CH:12]=1.[C:25]([C:27]1[C:28]([NH2:33])=[N:29][CH:30]=[CH:31][CH:32]=1)#[CH:26].C(N(CC)CC)C. The catalyst is O. The product is [F:6][C:7]1[CH:8]=[C:9]([CH:22]=[CH:23][CH:24]=1)[O:10][C:11]1[CH:16]=[CH:15][C:14]([CH2:17][C:18]2[CH:26]=[C:25]([C:27]3[C:28]([NH2:33])=[N:29][CH:30]=[CH:31][CH:32]=3)[O:20][N:19]=2)=[CH:13][CH:12]=1. The yield is 0.253.